This data is from Forward reaction prediction with 1.9M reactions from USPTO patents (1976-2016). The task is: Predict the product of the given reaction. (1) Given the reactants [CH2:1]([O:3][C:4]([C:6]1[NH:7][C:8]2[C:13]([CH:14]=1)=[CH:12][C:11]([OH:15])=[C:10]([Br:16])[CH:9]=2)=[O:5])[CH3:2].[CH:17]([N:20]1[CH2:25][CH2:24][CH:23](O)[CH2:22][CH2:21]1)([CH3:19])[CH3:18].C1(P(C2C=CC=CC=2)C2C=CC=CC=2)C=CC=CC=1.N(C(OC(C)(C)C)=O)=NC(OC(C)(C)C)=O, predict the reaction product. The product is: [CH2:1]([O:3][C:4]([C:6]1[NH:7][C:8]2[C:13]([CH:14]=1)=[CH:12][C:11]([O:15][CH:23]1[CH2:24][CH2:25][N:20]([CH:17]([CH3:19])[CH3:18])[CH2:21][CH2:22]1)=[C:10]([Br:16])[CH:9]=2)=[O:5])[CH3:2]. (2) Given the reactants [Si]([O:8][C:9]1[CH:33]=[CH:32][C:12]([O:13][C:14]2[CH:19]=[CH:18][C:17]([C:20]3[C:25]4=[N:26][S:27](=[O:31])(=[O:30])[CH2:28][CH2:29][N:24]4[CH:23]=[CH:22][CH:21]=3)=[CH:16][CH:15]=2)=[CH:11][CH:10]=1)(C(C)(C)C)(C)C.[F-].C([N+](CCCC)(CCCC)CCCC)CCC.[NH4+].[Cl-], predict the reaction product. The product is: [O:31]=[S:27]1(=[O:30])[CH2:28][CH2:29][N:24]2[CH:23]=[CH:22][CH:21]=[C:20]([C:17]3[CH:18]=[CH:19][C:14]([O:13][C:12]4[CH:32]=[CH:33][C:9]([OH:8])=[CH:10][CH:11]=4)=[CH:15][CH:16]=3)[C:25]2=[N:26]1. (3) The product is: [Cl:1][C:2]1[C:3]([O:14][C@H:32]2[CH2:36][N:35]([C:37]([O:39][C:40]([CH3:43])([CH3:42])[CH3:41])=[O:38])[C@H:34]([C:44]([O:46][CH3:47])=[O:45])[CH2:33]2)=[N:4][C:5]2[C:10]([N:11]=1)=[CH:9][CH:8]=[C:7]([O:12][CH3:13])[CH:6]=2. Given the reactants [Cl:1][C:2]1[C:3]([OH:14])=[N:4][C:5]2[C:10]([N:11]=1)=[CH:9][CH:8]=[C:7]([O:12][CH3:13])[CH:6]=2.C([O-])([O-])=O.[Cs+].[Cs+].BrC1C=CC(S(O[C@@H:32]2[CH2:36][N:35]([C:37]([O:39][C:40]([CH3:43])([CH3:42])[CH3:41])=[O:38])[C@H:34]([C:44]([O:46][CH3:47])=[O:45])[CH2:33]2)(=O)=O)=CC=1, predict the reaction product. (4) Given the reactants [CH:1]([CH:3]1[CH2:5][CH:4]1[C:6]([O:8][CH2:9][CH3:10])=[O:7])=[O:2].[BH4-].[Na+].[NH4+].[Cl-].O, predict the reaction product. The product is: [OH:2][CH2:1][C@@H:3]1[CH2:5][C@H:4]1[C:6]([O:8][CH2:9][CH3:10])=[O:7]. (5) Given the reactants [F:1][C:2]([F:18])([F:17])[C:3]1[CH:7]=[C:6]([CH2:8][NH:9][C:10](=[O:16])[O:11][C:12]([CH3:15])([CH3:14])[CH3:13])[NH:5][N:4]=1.[F:19][C:20]1[CH:25]=[CH:24][C:23](B(O)O)=[CH:22][CH:21]=1.N1C=CC=CC=1, predict the reaction product. The product is: [F:19][C:20]1[CH:25]=[CH:24][C:23]([N:5]2[C:6]([CH2:8][NH:9][C:10](=[O:16])[O:11][C:12]([CH3:14])([CH3:15])[CH3:13])=[CH:7][C:3]([C:2]([F:1])([F:17])[F:18])=[N:4]2)=[CH:22][CH:21]=1.